Dataset: TCR-epitope binding with 47,182 pairs between 192 epitopes and 23,139 TCRs. Task: Binary Classification. Given a T-cell receptor sequence (or CDR3 region) and an epitope sequence, predict whether binding occurs between them. (1) The epitope is YLNTLTLAV. The TCR CDR3 sequence is CASSLALQETQYF. Result: 1 (the TCR binds to the epitope). (2) The epitope is KPLEFGATSAAL. The TCR CDR3 sequence is CASSQDGLAGFNEQFF. Result: 1 (the TCR binds to the epitope). (3) The TCR CDR3 sequence is CASSPPGMVNGETQYF. Result: 0 (the TCR does not bind to the epitope). The epitope is ILGLPTQTV.